This data is from Full USPTO retrosynthesis dataset with 1.9M reactions from patents (1976-2016). The task is: Predict the reactants needed to synthesize the given product. (1) Given the product [Cl:19][C:5]1[N:6]=[C:7]2[C:12](=[C:13]3[C:4]=1[CH:3]=[C:2]([F:1])[CH:15]=[CH:14]3)[CH:11]=[CH:10][CH:9]=[CH:8]2, predict the reactants needed to synthesize it. The reactants are: [F:1][C:2]1[CH:15]=[CH:14][C:13]2[C:4](=[C:5](O)[N:6]=[C:7]3[C:12]=2[CH:11]=[CH:10][CH:9]=[CH:8]3)[CH:3]=1.P(Cl)(Cl)([Cl:19])=O. (2) Given the product [Cl:13][C:14]1[CH:33]=[C:32]([Cl:34])[CH:31]=[CH:30][C:15]=1[C:16]([NH:18][C:19]1[CH:28]=[CH:27][C:26]([O:29][CH2:59][C:55]2[S:54][CH:58]=[CH:57][CH:56]=2)=[CH:25][C:20]=1[C:21]([O:23][CH3:24])=[O:22])=[O:17], predict the reactants needed to synthesize it. The reactants are: CN(C(/N=N/C(N(C)C)=O)=O)C.[Cl:13][C:14]1[CH:33]=[C:32]([Cl:34])[CH:31]=[CH:30][C:15]=1[C:16]([NH:18][C:19]1[CH:28]=[CH:27][C:26]([OH:29])=[CH:25][C:20]=1[C:21]([O:23][CH3:24])=[O:22])=[O:17].C1(P(C2C=CC=CC=2)C2C=CC=CC=2)C=CC=CC=1.[S:54]1[CH:58]=[CH:57][CH:56]=[C:55]1[CH2:59]O. (3) Given the product [ClH:1].[N:30]1([C:2]2[N:7]=[C:6]([CH3:8])[C:5]([C:9]([N:11]3[CH2:16][CH2:15][N:14]([S:17]([C:20]4[CH:27]=[CH:26][C:23]([C:24]#[N:25])=[CH:22][C:21]=4[CH3:28])(=[O:19])=[O:18])[CH2:13][C@@H:12]3[CH3:29])=[O:10])=[CH:4][CH:3]=2)[CH2:33][CH2:32][CH2:31]1, predict the reactants needed to synthesize it. The reactants are: [Cl:1][C:2]1[N:7]=[C:6]([CH3:8])[C:5]([C:9]([N:11]2[CH2:16][CH2:15][N:14]([S:17]([C:20]3[CH:27]=[CH:26][C:23]([C:24]#[N:25])=[CH:22][C:21]=3[CH3:28])(=[O:19])=[O:18])[CH2:13][C@@H:12]2[CH3:29])=[O:10])=[CH:4][CH:3]=1.[NH:30]1[CH2:33][CH2:32][CH2:31]1.